This data is from Reaction yield outcomes from USPTO patents with 853,638 reactions. The task is: Predict the reaction yield, written as a fraction of the theoretical maximum amount of product (1.0 means a 100% yield; for example, 0.34 means a 34% yield). (1) The reactants are [C:1]([Si:5]([CH3:30])([CH3:29])[O:6][C@H:7]1[CH2:15][CH2:14][CH2:13][C@@:12]2([CH3:16])[C@H:8]1[CH2:9][CH2:10][C@@H:11]2[C:17](=[CH2:28])[CH2:18][CH2:19][O:20][Si:21]([C:24]([CH3:27])([CH3:26])[CH3:25])([CH3:23])[CH3:22])([CH3:4])([CH3:3])[CH3:2].[N+](=[CH:33][C:34]([O:36][CH2:37][CH3:38])=[O:35])=[N-]. The catalyst is ClCCl. The product is [CH2:37]([O:36][C:34]([CH:33]1[CH2:28][C:17]1([CH2:18][CH2:19][O:20][Si:21]([C:24]([CH3:25])([CH3:27])[CH3:26])([CH3:22])[CH3:23])[C@@H:11]1[C@:12]2([CH3:16])[C@H:8]([C@@H:7]([O:6][Si:5]([C:1]([CH3:4])([CH3:2])[CH3:3])([CH3:29])[CH3:30])[CH2:15][CH2:14][CH2:13]2)[CH2:9][CH2:10]1)=[O:35])[CH3:38]. The yield is 0.710. (2) The reactants are CCN(C(C)C)C(C)C.Cl.Cl.[CH3:12][C@H:13]1[C:21]2[C:20]([N:22]3[CH2:27][CH2:26][NH:25][CH2:24][CH2:23]3)=[N:19][CH:18]=[N:17][C:16]=2[CH2:15][CH2:14]1.[C:28]([O:32][C:33]([N:35]1[CH2:39][CH2:38][C:37]([C:43]2[CH:48]=[CH:47][C:46]([Cl:49])=[CH:45][CH:44]=2)([C:40](O)=[O:41])[CH2:36]1)=[O:34])([CH3:31])([CH3:30])[CH3:29].F[P-](F)(F)(F)(F)F.N1(OC(N(C)C)=[N+](C)C)C2C=CC=CC=2N=N1. The catalyst is C(Cl)Cl.CCOC(C)=O. The product is [Cl:49][C:46]1[CH:45]=[CH:44][C:43]([C:37]2([C:40]([N:25]3[CH2:26][CH2:27][N:22]([C:20]4[C:21]5[C@H:13]([CH3:12])[CH2:14][CH2:15][C:16]=5[N:17]=[CH:18][N:19]=4)[CH2:23][CH2:24]3)=[O:41])[CH2:38][CH2:39][N:35]([C:33]([O:32][C:28]([CH3:29])([CH3:30])[CH3:31])=[O:34])[CH2:36]2)=[CH:48][CH:47]=1. The yield is 0.690. (3) The reactants are [Cl:1][C:2]1[CH:3]=[C:4](B2OC(C)(C)C(C)(C)O2)[CH:5]=[C:6]([Cl:10])[C:7]=1OC.Br[C:21]([C:23]([F:26])([F:25])[F:24])=[CH2:22].C([O-])([O-])=O.[Cs+].[Cs+]. The catalyst is C1COCC1.Cl[Pd](Cl)([P](C1C=CC=CC=1)(C1C=CC=CC=1)C1C=CC=CC=1)[P](C1C=CC=CC=1)(C1C=CC=CC=1)C1C=CC=CC=1. The product is [Cl:10][C:6]1[CH:5]=[C:4]([C:21]([C:23]([F:26])([F:25])[F:24])=[CH2:22])[CH:3]=[C:2]([Cl:1])[C:7]=1[C:23]([F:26])([F:25])[F:24]. The yield is 0.560. (4) The yield is 0.950. The reactants are [CH3:1][O:2][C:3]1[CH:12]=[C:11]2[C:6]([C:7]([O:13][CH2:14][C:15]3[N:19]4[CH:20]=[C:21]([C:24]#[N:25])[CH:22]=[CH:23][C:18]4=[N:17][N:16]=3)=[CH:8][CH:9]=[N:10]2)=[CH:5][CH:4]=1.C(=O)(O)[O-:27].[Na+]. The product is [CH3:1][O:2][C:3]1[CH:12]=[C:11]2[C:6]([C:7]([O:13][CH2:14][C:15]3[N:19]4[CH:20]=[C:21]([C:24]([NH2:25])=[O:27])[CH:22]=[CH:23][C:18]4=[N:17][N:16]=3)=[CH:8][CH:9]=[N:10]2)=[CH:5][CH:4]=1. The catalyst is S(=O)(=O)(O)O. (5) The reactants are [F:1][C:2]1[CH:3]=[C:4]([CH:6]=[CH:7][C:8]=1I)[NH2:5].C(=O)([O-])[O-].[K+].[K+].[C:16]1(B2OC(C)(C)C(C)(C)O2)[CH2:21][CH2:20][CH2:19][CH2:18][CH:17]=1. The catalyst is C(COC)OC.O. The product is [C:16]1([C:8]2[CH:7]=[CH:6][C:4]([NH2:5])=[CH:3][C:2]=2[F:1])[CH2:21][CH2:20][CH2:19][CH2:18][CH:17]=1. The yield is 0.630. (6) The reactants are [Cl:1][C:2]1[C:3]2[CH2:19][CH2:18][CH2:17][O:16][C:4]=2[N:5]=[C:6](/[CH:8]=C/C2C=CC=CC=2)[N:7]=1.[O:20]1CCOCC1.O. The catalyst is O.O=[Os](=O)(=O)=O. The product is [Cl:1][C:2]1[C:3]2[CH2:19][CH2:18][CH2:17][O:16][C:4]=2[N:5]=[C:6]([CH:8]=[O:20])[N:7]=1. The yield is 0.360. (7) The reactants are [CH3:1][O:2][C:3]1[CH:4]=[C:5]([C:11]2[N:16]=[C:15]([C:17](OC)=[O:18])[CH:14]=[C:13]([N:21]3[CH2:25][CH2:24][CH2:23][CH2:22]3)[N:12]=2)[CH:6]=[CH:7][C:8]=1[O:9][CH3:10].[BH4-].[Na+]. No catalyst specified. The product is [CH3:1][O:2][C:3]1[CH:4]=[C:5]([C:11]2[N:16]=[C:15]([CH2:17][OH:18])[CH:14]=[C:13]([N:21]3[CH2:25][CH2:24][CH2:23][CH2:22]3)[N:12]=2)[CH:6]=[CH:7][C:8]=1[O:9][CH3:10]. The yield is 0.990. (8) The reactants are Br[C:2]1[C:3]([N:20]2[CH2:25][CH2:24][CH2:23][C@@H:22]([NH:26][C:27](=[O:33])[O:28][C:29]([CH3:32])([CH3:31])[CH3:30])[CH2:21]2)=[C:4]2[C:10]([NH:11][C:12](=[O:19])[C:13]3[CH:18]=[CH:17][CH:16]=[N:15][CH:14]=3)=[CH:9][NH:8][C:5]2=[N:6][CH:7]=1.[Li]C.C([Li])CCC.[CH3:41][S:42]SC. The catalyst is C1COCC1. The product is [CH3:41][S:42][C:2]1[C:3]([N:20]2[CH2:25][CH2:24][CH2:23][C@@H:22]([NH:26][C:27](=[O:33])[O:28][C:29]([CH3:32])([CH3:31])[CH3:30])[CH2:21]2)=[C:4]2[C:10]([NH:11][C:12](=[O:19])[C:13]3[CH:18]=[CH:17][CH:16]=[N:15][CH:14]=3)=[CH:9][NH:8][C:5]2=[N:6][CH:7]=1. The yield is 0.500. (9) The reactants are FC1C=C(C2ON=C([C:14]([N:16]3[CH2:21][C@H:20]([CH2:22][CH:23]([CH3:25])[CH3:24])[NH:19][C:18](=[O:26])[C@@H:17]3[CH2:27][CH:28]([CH3:30])[CH3:29])=[O:15])C=2)C=CC=1F.C([C@@H]1NC[C@H](CC(C)C)NC1=O)C(C)C.[F:46][C:47]1[CH:52]=[CH:51][C:50]([C:53]2[CH:57]=[C:56](C(O)=O)[O:55][N:54]=2)=[CH:49][CH:48]=1. No catalyst specified. The product is [F:46][C:47]1[CH:48]=[CH:49][C:50]([C:53]2[CH:57]=[C:56]([C:14]([N:16]3[CH2:21][C@H:20]([CH2:22][CH:23]([CH3:25])[CH3:24])[NH:19][C:18](=[O:26])[C@@H:17]3[CH2:27][CH:28]([CH3:29])[CH3:30])=[O:15])[O:55][N:54]=2)=[CH:51][CH:52]=1. The yield is 0.270. (10) The reactants are [Br:1][C:2]1[N:7]=[C:6]([C:8]([OH:10])=O)[CH:5]=[CH:4][CH:3]=1.[F:11][C:12]([F:25])([F:24])[C:13]1[CH:18]=[CH:17][CH:16]=[CH:15][C:14]=1[C@@H:19]1[CH2:23][CH2:22][NH:21][CH2:20]1.C(N(CC)C(C)C)(C)C.CN(C(ON1N=NC2C=CC=CC1=2)=[N+](C)C)C.F[P-](F)(F)(F)(F)F. The catalyst is C(#N)C. The product is [Br:1][C:2]1[N:7]=[C:6]([C:8]([N:21]2[CH2:22][CH2:23][C@@H:19]([C:14]3[CH:15]=[CH:16][CH:17]=[CH:18][C:13]=3[C:12]([F:11])([F:24])[F:25])[CH2:20]2)=[O:10])[CH:5]=[CH:4][CH:3]=1. The yield is 0.900.